From a dataset of Experimentally validated miRNA-target interactions with 360,000+ pairs, plus equal number of negative samples. Binary Classification. Given a miRNA mature sequence and a target amino acid sequence, predict their likelihood of interaction. (1) The miRNA is mmu-miR-7681-5p with sequence AUCCUGUCCUUGCCCUCUCU. The protein sequence of the target gene is MSGSFDRKLSSILTDISSSLSCHAGSKDSPTLPESTVTDLGYYSAPQHDYYSGQPYGQTVNPYTYHHQFNLNGLAGTGAYSPKSEYTYGGSYRQYGAYREQPLPAQDPVSVKEEPEAEVRMVNGKPKKVRKPRTIYSSYQLAALQRRFQKAQYLALPERAELAAQLGLTQTQVKIWFQNRRSKFKKLYKNGEVPLEHSPNNSDSMACNSPPSPALWDTSSHSTPAPARNPLPPPLPYSASPNYLDDPTNSWYHTQNLSGPHLQQQPPQPATLHHASPGPPPNPGAVY. Result: 0 (no interaction). (2) The miRNA is hsa-miR-519a-3p with sequence AAAGUGCAUCCUUUUAGAGUGU. The protein sequence of the target gene is MASSRASSTQATKTKAPDDLVAPVVKKPHIYYGSLEEKERERLAKGESGILGKDGLKAGIEAGNINITSGEVFEIEEHISERQAEVLAEFERRKRARQINVSTDDSEVKACLRALGEPITLFGEGPAERRERLRNILSVVGTDALKKTKKDDEKSKKSKEEYQQTWYHEGPNSLKVARLWIANYSLPRAMKRLEEARLHKEIPETTRTSQMQELHKSLRSLNNFCSQIGDDRPISYCHFSPNSKMLATACWSGLCKLWSVPDCNLLHTLRGHNTNVGAIVFHPKSTVSLDPKDVNLASCA.... Result: 1 (interaction).